This data is from NCI-60 drug combinations with 297,098 pairs across 59 cell lines. The task is: Regression. Given two drug SMILES strings and cell line genomic features, predict the synergy score measuring deviation from expected non-interaction effect. (1) Drug 1: CN(C)C1=NC(=NC(=N1)N(C)C)N(C)C. Drug 2: CC1C(C(CC(O1)OC2CC(CC3=C2C(=C4C(=C3O)C(=O)C5=CC=CC=C5C4=O)O)(C(=O)C)O)N)O. Synergy scores: CSS=45.5, Synergy_ZIP=0.343, Synergy_Bliss=3.20, Synergy_Loewe=-41.8, Synergy_HSA=1.72. Cell line: UO-31. (2) Drug 1: C1=CC(=CC=C1CCCC(=O)O)N(CCCl)CCCl. Drug 2: C(CN)CNCCSP(=O)(O)O. Cell line: HT29. Synergy scores: CSS=15.3, Synergy_ZIP=-3.60, Synergy_Bliss=0.537, Synergy_Loewe=-6.93, Synergy_HSA=0.869. (3) Drug 1: C1=C(C(=O)NC(=O)N1)N(CCCl)CCCl. Drug 2: N.N.Cl[Pt+2]Cl. Cell line: SK-MEL-5. Synergy scores: CSS=3.32, Synergy_ZIP=-7.75, Synergy_Bliss=-0.230, Synergy_Loewe=-7.59, Synergy_HSA=-3.02. (4) Drug 1: C1C(C(OC1N2C=NC3=C(N=C(N=C32)Cl)N)CO)O. Drug 2: CCC1=C2CN3C(=CC4=C(C3=O)COC(=O)C4(CC)O)C2=NC5=C1C=C(C=C5)O. Cell line: HCT116. Synergy scores: CSS=70.3, Synergy_ZIP=0.753, Synergy_Bliss=-0.673, Synergy_Loewe=-14.1, Synergy_HSA=-0.204. (5) Cell line: NCI-H226. Synergy scores: CSS=7.45, Synergy_ZIP=-3.32, Synergy_Bliss=-3.05, Synergy_Loewe=-6.96, Synergy_HSA=-7.10. Drug 2: C1=NC2=C(N1)C(=S)N=C(N2)N. Drug 1: C1CCN(CC1)CCOC2=CC=C(C=C2)C(=O)C3=C(SC4=C3C=CC(=C4)O)C5=CC=C(C=C5)O. (6) Drug 1: CN(C)N=NC1=C(NC=N1)C(=O)N. Drug 2: CCN(CC)CCCC(C)NC1=C2C=C(C=CC2=NC3=C1C=CC(=C3)Cl)OC. Cell line: OVCAR-5. Synergy scores: CSS=45.1, Synergy_ZIP=6.42, Synergy_Bliss=7.58, Synergy_Loewe=-9.63, Synergy_HSA=6.20.